From a dataset of Peptide-MHC class I binding affinity with 185,985 pairs from IEDB/IMGT. Regression. Given a peptide amino acid sequence and an MHC pseudo amino acid sequence, predict their binding affinity value. This is MHC class I binding data. The peptide sequence is TTIGEWAFW. The MHC is HLA-A02:19 with pseudo-sequence HLA-A02:19. The binding affinity (normalized) is 0.0847.